From a dataset of Reaction yield outcomes from USPTO patents with 853,638 reactions. Predict the reaction yield, written as a fraction of the theoretical maximum amount of product (1.0 means a 100% yield; for example, 0.34 means a 34% yield). (1) The reactants are Cl[C:2]1[S:6][N:5]=[C:4]([CH2:7][O:8][C:9]2[CH:14]=[CH:13][CH:12]=[CH:11][CH:10]=2)[N:3]=1.FC(F)(F)C(O)=O.[O:22]1[C:26]2[CH:27]=[CH:28][CH:29]=[CH:30][C:25]=2[C:24]([NH:31][C:32]([N:34]2[CH2:39][CH2:38][NH:37][CH2:36][CH2:35]2)=[O:33])=[N:23]1.C(N(CC)CC)C.O. The catalyst is CN(C)C=O. The product is [O:22]1[C:26]2[CH:27]=[CH:28][CH:29]=[CH:30][C:25]=2[C:24]([NH:31][C:32]([N:34]2[CH2:39][CH2:38][N:37]([C:2]3[S:6][N:5]=[C:4]([CH2:7][O:8][C:9]4[CH:14]=[CH:13][CH:12]=[CH:11][CH:10]=4)[N:3]=3)[CH2:36][CH2:35]2)=[O:33])=[N:23]1. The yield is 0.617. (2) The reactants are [C:1]([C:3]1[CH:8]=[CH:7][C:6]([NH:9][C@H:10]([C@H:27]([OH:29])[CH3:28])[C:11]([NH:13][NH:14][C:15](=[O:26])[C:16]2[CH:21]=[CH:20][C:19]([S:22]([CH3:25])(=[O:24])=[O:23])=[CH:18][CH:17]=2)=[O:12])=[CH:5][C:4]=1[C:30]([F:33])([F:32])[F:31])#[N:2].N1C=CN=C1.[CH3:39][C:40]([Si:43](Cl)([CH3:45])[CH3:44])([CH3:42])[CH3:41]. The catalyst is CN(C=O)C. The product is [Si:43]([O:29][C@H:27]([CH3:28])[C@@H:10]([NH:9][C:6]1[CH:7]=[CH:8][C:3]([C:1]#[N:2])=[C:4]([C:30]([F:33])([F:32])[F:31])[CH:5]=1)[C:11]([NH:13][NH:14][C:15](=[O:26])[C:16]1[CH:17]=[CH:18][C:19]([S:22]([CH3:25])(=[O:24])=[O:23])=[CH:20][CH:21]=1)=[O:12])([C:40]([CH3:42])([CH3:41])[CH3:39])([CH3:45])[CH3:44]. The yield is 0.830.